This data is from Full USPTO retrosynthesis dataset with 1.9M reactions from patents (1976-2016). The task is: Predict the reactants needed to synthesize the given product. (1) The reactants are: CC1(C)COB([C:8]2[CH:9]=[C:10]([NH2:23])[C:11]([N:14]([CH2:19][CH:20]([CH3:22])[CH3:21])[CH2:15][CH:16]([CH3:18])[CH3:17])=[CH:12][CH:13]=2)OC1.Br[C:26]1[CH:35]=[CH:34][C:33]([Cl:36])=[CH:32][C:27]=1[C:28]([O:30][CH3:31])=[O:29].P([O-])([O-])([O-])=O.[K+].[K+].[K+]. Given the product [NH2:23][C:10]1[CH:9]=[C:8]([C:26]2[C:27]([C:28]([O:30][CH3:31])=[O:29])=[CH:32][C:33]([Cl:36])=[CH:34][CH:35]=2)[CH:13]=[CH:12][C:11]=1[N:14]([CH2:15][CH:16]([CH3:17])[CH3:18])[CH2:19][CH:20]([CH3:21])[CH3:22], predict the reactants needed to synthesize it. (2) Given the product [ClH:81].[NH2:1][C:2]1[N:7]=[CH:6][N:5]=[C:4]2[N:8]([CH:20]([C:22]3[O:23][C:24](=[O:47])[C:25]4[C:30]([C:31]=3[C:32]#[C:33][CH2:34][N:35]([CH3:46])[CH3:36])=[CH:29][CH:28]=[CH:27][CH:26]=4)[CH3:21])[N:9]=[C:10]([C:11]3[CH:16]=[C:15]([OH:17])[CH:14]=[C:13]([F:19])[CH:12]=3)[C:3]=12, predict the reactants needed to synthesize it. The reactants are: [NH2:1][C:2]1[N:7]=[CH:6][N:5]=[C:4]2[N:8]([CH:20]([C:22]3[O:23][C:24](=[O:47])[C:25]4[C:30]([C:31]=3[C:32]#[C:33][CH2:34][N:35]([CH3:46])[C:36](=O)OCC3C=CC=CC=3)=[CH:29][CH:28]=[CH:27][CH:26]=4)[CH3:21])[N:9]=[C:10]([C:11]3[CH:16]=[C:15]([O:17]C)[CH:14]=[C:13]([F:19])[CH:12]=3)[C:3]=12.O1CCCOO1.C(N(C)C(C)C)(C)C.C(O[BH-](OC(=O)C)OC(=O)C)(=O)C.[Na+].C(O)(=O)C.C(Cl)[Cl:81]. (3) Given the product [Cl:38][C:9]1[C:10]2[CH:16]=[CH:15][C:14]([C:17]3[C:22]([C:23]([F:26])([F:25])[F:24])=[CH:21][CH:20]=[CH:19][N:18]=3)=[N:13][C:11]=2[N:12]=[C:7]([CH2:6][O:5][CH2:1][CH:2]([CH3:4])[CH3:3])[N:8]=1, predict the reactants needed to synthesize it. The reactants are: [CH2:1]([O:5][CH2:6][C:7]1[NH:8][C:9](=O)[C:10]2[CH:16]=[CH:15][C:14]([C:17]3[C:22]([C:23]([F:26])([F:25])[F:24])=[CH:21][CH:20]=[CH:19][N:18]=3)=[N:13][C:11]=2[N:12]=1)[CH:2]([CH3:4])[CH3:3].N1C(C)=CC=CC=1C.O=P(Cl)(Cl)[Cl:38]. (4) Given the product [CH3:1][O:2][C:3]1[C:7]([CH2:8][NH2:24])=[CH:6][N:5]([C:10]2[CH:11]=[N:12][C:13]([C:16]([F:19])([F:18])[F:17])=[CH:14][CH:15]=2)[N:4]=1, predict the reactants needed to synthesize it. The reactants are: [CH3:1][O:2][C:3]1[C:7]([CH:8]=O)=[CH:6][N:5]([C:10]2[CH:11]=[N:12][C:13]([C:16]([F:19])([F:18])[F:17])=[CH:14][CH:15]=2)[N:4]=1.C(O)C.Cl.[NH2:24]O. (5) Given the product [CH:1]1([N:4]2[C:12]3[CH:11]=[CH:10][N:9]=[CH:8][C:7]=3[N:6]([CH2:13][C:14]3[N:26]([CH2:27][CH2:28][CH:29]([CH3:30])[CH3:31])[C:17]4=[N:18][CH:19]=[C:20]([C:22]([OH:24])=[O:23])[CH:21]=[C:16]4[N:15]=3)[C:5]2=[O:32])[CH2:3][CH2:2]1, predict the reactants needed to synthesize it. The reactants are: [CH:1]1([N:4]2[C:12]3[CH:11]=[CH:10][N:9]=[CH:8][C:7]=3[N:6]([CH2:13][C:14]3[N:26]([CH2:27][CH2:28][CH:29]([CH3:31])[CH3:30])[C:17]4=[N:18][CH:19]=[C:20]([C:22]([O:24]C)=[O:23])[CH:21]=[C:16]4[N:15]=3)[C:5]2=[O:32])[CH2:3][CH2:2]1.[OH-].[Li+].Cl. (6) Given the product [Br:25][C:26]1[CH:27]=[CH:28][C:29]([F:45])=[C:30]([C:32]2([CH3:44])[CH2:37][C:36]3([CH2:38][CH2:39][O:40][CH2:41][CH2:42]3)[O:35][C:34]([NH:43][C:1](=[O:15])[O:10][C:11]([CH3:12])([CH3:13])[CH3:14])=[N:33]2)[CH:31]=1, predict the reactants needed to synthesize it. The reactants are: [C:1](=[O:15])([O:10][C:11]([CH3:14])([CH3:13])[CH3:12])O[C:1]([O:10][C:11]([CH3:14])([CH3:13])[CH3:12])=[O:15].C(N(C(C)C)C(C)C)C.[Br:25][C:26]1[CH:27]=[CH:28][C:29]([F:45])=[C:30]([C:32]2([CH3:44])[CH2:37][C:36]3([CH2:42][CH2:41][O:40][CH2:39][CH2:38]3)[O:35][C:34]([NH2:43])=[N:33]2)[CH:31]=1. (7) Given the product [C:26]1([C:6]2[CH:5]=[C:4]([N+:1]([O-:3])=[O:2])[CH:9]=[CH:8][CH:7]=2)[CH2:25][CH2:8][CH2:9][CH2:4][CH:5]=1, predict the reactants needed to synthesize it. The reactants are: [N+:1]([C:4]1[CH:5]=[C:6](B(O)O)[CH:7]=[CH:8][CH:9]=1)([O-:3])=[O:2].[Cl-].[Li+].C(=O)([O-])[O-].[Na+].[Na+].C(O[CH2:25][CH3:26])(=O)C. (8) Given the product [O:4]1[C:5]2[CH:10]=[CH:9][N:8]=[CH:7][C:6]=2[C:2](=[O:1])[CH2:3]1, predict the reactants needed to synthesize it. The reactants are: [OH:1][C:2]1[C:6]2[CH:7]=[N:8][CH:9]=[CH:10][C:5]=2[O:4][C:3]=1C(OCC)=O. (9) Given the product [Cl:16][C:17]1[CH:22]=[C:21]([C:2]2[N:7]=[N:6][C:5]([NH2:8])=[N:4][C:3]=2[C:9]2[CH:14]=[CH:13][C:12]([F:15])=[CH:11][CH:10]=2)[CH:20]=[CH:19][CH:18]=1, predict the reactants needed to synthesize it. The reactants are: Br[C:2]1[N:7]=[N:6][C:5]([NH2:8])=[N:4][C:3]=1[C:9]1[CH:14]=[CH:13][C:12]([F:15])=[CH:11][CH:10]=1.[Cl:16][C:17]1[CH:18]=[C:19](B(O)O)[CH:20]=[CH:21][CH:22]=1. (10) Given the product [F:1][C:2]1[CH:3]=[CH:4][C:5]([NH:8][C:9]2[O:13][C:12]([C:14]3[NH:18][C:17]4[CH:19]=[CH:20][C:21]([C@H:23]5[CH2:24][CH2:25][C@H:26]([O:29][CH2:30][CH2:31][C:32]([OH:34])=[O:33])[CH2:27][CH2:28]5)=[CH:22][C:16]=4[N:15]=3)=[N:11][N:10]=2)=[CH:6][CH:7]=1, predict the reactants needed to synthesize it. The reactants are: [F:1][C:2]1[CH:7]=[CH:6][C:5]([NH:8][C:9]2[O:13][C:12]([C:14]3[NH:18][C:17]4[CH:19]=[CH:20][C:21]([C@H:23]5[CH2:28][CH2:27][C@H:26]([O:29][CH2:30][CH2:31][C:32]([O:34]C)=[O:33])[CH2:25][CH2:24]5)=[CH:22][C:16]=4[N:15]=3)=[N:11][N:10]=2)=[CH:4][CH:3]=1.[OH-].[Na+].Cl.